Dataset: Reaction yield outcomes from USPTO patents with 853,638 reactions. Task: Predict the reaction yield, written as a fraction of the theoretical maximum amount of product (1.0 means a 100% yield; for example, 0.34 means a 34% yield). (1) The product is [NH2:13][C:9]1[CH:8]=[C:7]([N:2]([CH3:1])[C:3](=[O:6])[CH:4]=[CH2:5])[CH:12]=[CH:11][CH:10]=1. The catalyst is C1COCC1.CO.O.[Fe]. The yield is 0.800. The reactants are [CH3:1][N:2]([C:7]1[CH:12]=[CH:11][CH:10]=[C:9]([N+:13]([O-])=O)[CH:8]=1)[C:3](=[O:6])[CH:4]=[CH2:5].[NH4+].[Cl-]. (2) The yield is 0.460. The catalyst is CN(C=O)C.O. The product is [CH:9]([C:6]1[CH:7]=[CH:8][C:3]([CH2:2][N:15]2[C:11](=[O:21])[C:12]3[C:13](=[CH:17][CH:18]=[CH:19][CH:20]=3)[C:14]2=[O:16])=[CH:4][CH:5]=1)=[CH2:10]. The reactants are Cl[CH2:2][C:3]1[CH:8]=[CH:7][C:6]([CH:9]=[CH2:10])=[CH:5][CH:4]=1.[C:11]1(=[O:21])[NH:15][C:14](=[O:16])[C:13]2=[CH:17][CH:18]=[CH:19][CH:20]=[C:12]12.[K]. (3) The reactants are [F:1][C:2]1([F:14])[CH2:5][N:4]([S:6]([N:9]2[CH:13]=[CH:12][N:11]=[CH:10]2)(=[O:8])=[O:7])[CH2:3]1.[F:15][C:16]([F:23])([F:22])[S:17]([O:20]C)(=[O:19])=[O:18]. The catalyst is C(Cl)Cl. The product is [F:15][C:16]([F:23])([F:22])[S:17]([O-:20])(=[O:19])=[O:18].[F:14][C:2]1([F:1])[CH2:5][N:4]([S:6]([N:9]2[CH:13]=[CH:12][N+:11]([CH3:16])=[CH:10]2)(=[O:8])=[O:7])[CH2:3]1. The yield is 0.900. (4) The reactants are [F:1][C:2]1[CH:7]=[CH:6][C:5]([C:8]2[C:12]([CH2:13][O:14][C:15]3[CH:23]=[CH:22][C:18]([C:19]([OH:21])=O)=[CH:17][N:16]=3)=[C:11]([CH3:24])[O:10][N:9]=2)=[CH:4][CH:3]=1.F[B-](F)(F)F.N1(OC(N(C)C)=[N+](C)C)C2C=CC=CC=2N=N1.C(N(CC)C(C)C)(C)C.[NH:56]1[CH2:61][CH2:60][S:59](=[O:63])(=[O:62])[CH2:58][CH2:57]1. The catalyst is CN(C=O)C. The product is [O:62]=[S:59]1(=[O:63])[CH2:60][CH2:61][N:56]([C:19]([C:18]2[CH:17]=[N:16][C:15]([O:14][CH2:13][C:12]3[C:8]([C:5]4[CH:4]=[CH:3][C:2]([F:1])=[CH:7][CH:6]=4)=[N:9][O:10][C:11]=3[CH3:24])=[CH:23][CH:22]=2)=[O:21])[CH2:57][CH2:58]1. The yield is 0.550. (5) The product is [CH:15]1([CH2:18][N:1]2[CH:5]=[C:4]([C:6]3[CH:11]=[C:10]([C:12]([NH2:14])=[O:13])[CH:9]=[CH:8][N:7]=3)[N:3]=[CH:2]2)[CH2:17][CH2:16]1. The yield is 0.600. The reactants are [NH:1]1[CH:5]=[C:4]([C:6]2[CH:11]=[C:10]([C:12]([NH2:14])=[O:13])[CH:9]=[CH:8][N:7]=2)[N:3]=[CH:2]1.[CH:15]1([CH2:18]Br)[CH2:17][CH2:16]1. No catalyst specified. (6) The reactants are C[C:2]([CH3:5])([O-:4])C.[K+].[CH2:7]([O:14][C:15]1[CH:22]=[CH:21][C:18]([CH:19]=O)=[CH:17][CH:16]=1)[C:8]1[CH:13]=[CH:12][CH:11]=[CH:10][CH:9]=1.C1C[O:26][CH2:25][CH2:24]1. No catalyst specified. The product is [CH2:7]([O:14][C:15]1[CH:22]=[CH:21][C:18](/[CH:19]=[CH:24]/[C:25]([O:4][CH2:2][CH3:5])=[O:26])=[CH:17][CH:16]=1)[C:8]1[CH:13]=[CH:12][CH:11]=[CH:10][CH:9]=1. The yield is 0.950. (7) The reactants are [CH3:1][O:2][C@@H:3]1[C@H:9]2[O:10][CH2:11][C@@H:12]([O:13]S(C)(=O)=O)[C@H:8]2[O:7][C@H:4]1[O:5][CH3:6].C(=O)([O-])[O-].[K+].[K+].FC(F)(F)C(O)=O.[Br:31][C:32]1[CH:37]=[CH:36][C:35]([NH:38][C:39]2[C:48]3[C:43](=[CH:44][C:45](O)=[C:46]([O:49][CH3:50])[CH:47]=3)[N:42]=[CH:41][N:40]=2)=[CH:34][C:33]=1[Cl:52]. The catalyst is CN(C=O)C.C(OCC)(=O)C. The product is [Br:31][C:32]1[CH:37]=[CH:36][C:35]([NH:38][C:39]2[C:48]3[C:43](=[CH:44][C:45]([O:13][C@H:12]4[CH2:11][O:10][C@@H:9]5[C@@H:3]([O:2][CH3:1])[C@@H:4]([O:7][C@H:8]45)[O:5][CH3:6])=[C:46]([O:49][CH3:50])[CH:47]=3)[N:42]=[CH:41][N:40]=2)=[CH:34][C:33]=1[Cl:52]. The yield is 0.280.